From a dataset of Forward reaction prediction with 1.9M reactions from USPTO patents (1976-2016). Predict the product of the given reaction. (1) Given the reactants [Cl:1][C:2]1[CH:3]=[C:4]([N:8]([CH3:17])[C:9](=[O:16])[CH2:10][C:11]([O:13]CC)=O)[CH:5]=[CH:6][CH:7]=1.S(OS(C(F)(F)F)(=O)=O)([C:21](F)(F)F)(=O)=O, predict the reaction product. The product is: [Cl:1][C:2]1[CH:7]=[CH:6][CH:5]=[C:4]2[C:3]=1[CH:21]=[C:10]([CH:11]=[O:13])[C:9](=[O:16])[N:8]2[CH3:17]. (2) Given the reactants O=C1CCC(=O)N1O[C:9](=[O:31])[CH2:10][CH2:11][CH2:12][CH2:13][CH2:14][CH2:15][CH2:16][CH2:17][CH2:18][CH2:19][CH2:20][CH2:21][CH2:22][CH2:23][C:24]([O:26][C:27]([CH3:30])([CH3:29])[CH3:28])=[O:25].NC[C:34]1[CH:42]=[CH:41][CH:40]=[CH:39][C:35]=1[C:36]([OH:38])=[O:37].O.[CH3:44][N:45]1C(=O)CCC1, predict the reaction product. The product is: [C:27]([O:26][C:24]([CH2:23][CH2:22][CH2:21][CH2:20][CH2:19][CH2:18][CH2:17][CH2:16][CH2:15][CH2:14][CH2:13][CH2:12][CH2:11][CH2:10][C:9]([NH:45][CH2:44][C:41]1[CH:42]=[CH:34][C:35]([C:36]([OH:38])=[O:37])=[CH:39][CH:40]=1)=[O:31])=[O:25])([CH3:28])([CH3:29])[CH3:30]. (3) Given the reactants [Br:1][C:2]1[CH:3]=[CH:4][C:5]2[N:9]=[C:8]([NH2:10])[NH:7][C:6]=2[CH:11]=1.N1C=CC=CC=1.[C:18](OC(=O)C)(=[O:20])[CH3:19], predict the reaction product. The product is: [Br:1][C:2]1[CH:3]=[CH:4][C:5]2[N:9]=[C:8]([NH:10][C:18](=[O:20])[CH3:19])[NH:7][C:6]=2[CH:11]=1. (4) Given the reactants [OH:1][CH2:2][CH2:3][C:4]1[C:13]([CH3:14])=[CH:12][C:7]2[C:8](=[O:11])[O:9][CH2:10][C:6]=2[CH:5]=1.[CH3:15][S:16](Cl)(=[O:18])=[O:17], predict the reaction product. The product is: [CH3:15][S:16]([O:1][CH2:2][CH2:3][C:4]1[C:13]([CH3:14])=[CH:12][C:7]2[C:8](=[O:11])[O:9][CH2:10][C:6]=2[CH:5]=1)(=[O:18])=[O:17].